Dataset: Catalyst prediction with 721,799 reactions and 888 catalyst types from USPTO. Task: Predict which catalyst facilitates the given reaction. (1) Reactant: [Cl:1][C:2]1[S:6][C:5]([C:7]([NH:9][CH2:10][C:11]2[N:12]=[CH:13][NH:14][CH:15]=2)=[O:8])=[CH:4][CH:3]=1.I[C:17]1[CH:22]=[CH:21][C:20]([N:23]2[CH:28]=[CH:27][CH:26]=[CH:25][C:24]2=[O:29])=[CH:19][C:18]=1[F:30].OC1C=CC=C2C=1N=CC=C2.C([O-])([O-])=O.[K+].[K+]. Product: [Cl:1][C:2]1[S:6][C:5]([C:7]([NH:9][CH2:10][C:11]2[N:12]=[CH:13][N:14]([C:17]3[CH:22]=[CH:21][C:20]([N:23]4[CH:28]=[CH:27][CH:26]=[CH:25][C:24]4=[O:29])=[CH:19][C:18]=3[F:30])[CH:15]=2)=[O:8])=[CH:4][CH:3]=1. The catalyst class is: 156. (2) Reactant: [CH:1]1([CH2:6][C@@H:7]([C:16]([N:18]2[CH:22]([C:23]([N:25]([CH3:27])[CH3:26])=[O:24])[CH2:21][CH:20]=[N:19]2)=[O:17])[CH2:8][C:9]([O:11]C(C)(C)C)=[O:10])[CH2:5][CH2:4][CH2:3][CH2:2]1.Cl. Product: [CH:1]1([CH2:6][C@@H:7]([C:16]([N:18]2[CH:22]([C:23]([N:25]([CH3:27])[CH3:26])=[O:24])[CH2:21][CH:20]=[N:19]2)=[O:17])[CH2:8][C:9]([OH:11])=[O:10])[CH2:5][CH2:4][CH2:3][CH2:2]1. The catalyst class is: 12. (3) Reactant: [N+:1]([C:4]1[CH:9]=[CH:8][C:7]([OH:10])=[CH:6][CH:5]=1)([O-:3])=[O:2].[Br:11][CH2:12][CH2:13]Br.C([O-])([O-])=O.[K+].[K+]. Product: [N+:1]([C:4]1[CH:9]=[CH:8][C:7]([O:10][CH2:13][CH2:12][Br:11])=[CH:6][CH:5]=1)([O-:3])=[O:2]. The catalyst class is: 372. (4) The catalyst class is: 24. Product: [OH:4][C:5]1[CH:26]=[CH:25][C:8]([C:9]2[CH:10]([CH3:24])[O:11][C:12]3[C:17]([CH:18]=2)=[CH:16][CH:15]=[C:14]([OH:19])[C:13]=3[CH3:23])=[CH:7][CH:6]=1. Reactant: C([O:4][C:5]1[CH:26]=[CH:25][C:8]([C:9]2[CH:10]([CH3:24])[O:11][C:12]3[C:17]([CH:18]=2)=[CH:16][CH:15]=[C:14]([O:19]C(=O)C)[C:13]=3[CH3:23])=[CH:7][CH:6]=1)(=O)C.[OH-].[K+].C(O)(=O)C. (5) Reactant: [N:1]1[C:8](Cl)=[N:7][C:5](Cl)=[N:4][C:2]=1[Cl:3].[Al+3].[Cl-].[Cl-].[Cl-].OS(O)(=O)=O.[C:19]1([CH3:26])[CH:24]=[CH:23][CH:22]=[C:21]([CH3:25])[CH:20]=1. Product: [Cl:3][C:2]1[N:4]=[C:5]([C:24]2[CH:23]=[CH:22][C:21]([CH3:25])=[CH:20][C:19]=2[CH3:26])[N:7]=[C:8]([C:24]2[CH:23]=[CH:22][C:21]([CH3:25])=[CH:20][C:19]=2[CH3:26])[N:1]=1.[CH3:26][C:19]1[CH:20]=[C:21]([CH3:25])[CH:22]=[CH:23][C:24]=1[C:2]1[N:4]=[C:5]([C:24]2[CH:23]=[CH:22][C:21]([CH3:25])=[CH:20][C:19]=2[CH3:26])[N:7]=[C:8]([C:24]2[CH:23]=[CH:22][C:21]([CH3:25])=[CH:20][C:19]=2[CH3:26])[N:1]=1. The catalyst class is: 159. (6) Reactant: FC1C=CC(S[C:9]([S:11][C:12]2[CH:17]=[CH:16][C:15]([F:18])=[CH:14][CH:13]=2)=[S:10])=CC=1.[H-].[Na+].[F:21][C:22]1[CH:27]=[CH:26][C:25]([C:28](=[O:32])[CH2:29][C:30]#[N:31])=[CH:24][CH:23]=1.CN(C=O)C. Product: [C:30]([CH:29]([C:28]([C:25]1[CH:24]=[CH:23][C:22]([F:21])=[CH:27][CH:26]=1)=[O:32])[C:9]([S:11][C:12]1[CH:13]=[CH:14][C:15]([F:18])=[CH:16][CH:17]=1)=[S:10])#[N:31]. The catalyst class is: 48. (7) Reactant: [C:1]([O:5][C:6]([NH:8][CH2:9][C@H:10]1[CH2:15][CH2:14][C@H:13]([C:16]([NH:18][C@H:19]([C:39](=[O:52])[NH:40][C:41]2[CH:46]=[CH:45][C:44]([C:47]3[N:48]=[N:49][NH:50][N:51]=3)=[CH:43][CH:42]=2)[CH2:20][C:21]2[CH:26]=[CH:25][C:24]([C:27]3[CH:32]=[CH:31][C:30]([C:33](O)=[O:34])=[CH:29][C:28]=3[O:36][CH2:37][CH3:38])=[CH:23][CH:22]=2)=[O:17])[CH2:12][CH2:11]1)=[O:7])([CH3:4])([CH3:3])[CH3:2].[NH2:53][CH:54]1[CH2:59][CH2:58][N:57]([C:60]([O:62][C:63]([CH3:66])([CH3:65])[CH3:64])=[O:61])[CH2:56][CH2:55]1.C(N(CC)C(C)C)(C)C.F[P-](F)(F)(F)(F)F.CN(C(N(C)C)=[N+]1C2C(=NC=CC=2)[N+]([O-])=N1)C.Cl. Product: [C:1]([O:5][C:6]([NH:8][CH2:9][C@H:10]1[CH2:15][CH2:14][C@H:13]([C:16]([NH:18][C@H:19]([C:39](=[O:52])[NH:40][C:41]2[CH:46]=[CH:45][C:44]([C:47]3[N:48]=[N:49][NH:50][N:51]=3)=[CH:43][CH:42]=2)[CH2:20][C:21]2[CH:26]=[CH:25][C:24]([C:27]3[CH:32]=[CH:31][C:30]([C:33]([NH:53][CH:54]4[CH2:55][CH2:56][N:57]([C:60]([O:62][C:63]([CH3:66])([CH3:65])[CH3:64])=[O:61])[CH2:58][CH2:59]4)=[O:34])=[CH:29][C:28]=3[O:36][CH2:37][CH3:38])=[CH:23][CH:22]=2)=[O:17])[CH2:12][CH2:11]1)=[O:7])([CH3:2])([CH3:3])[CH3:4]. The catalyst class is: 18.